Dataset: Reaction yield outcomes from USPTO patents with 853,638 reactions. Task: Predict the reaction yield, written as a fraction of the theoretical maximum amount of product (1.0 means a 100% yield; for example, 0.34 means a 34% yield). (1) The reactants are [ClH:1].[CH2:2]([CH:4]([CH2:33][CH3:34])[CH:5]([C:11]1[CH:16]=[CH:15][C:14]([NH:17][C:18]([CH:20]2[CH2:25][CH2:24][N:23](C(OC(C)(C)C)=O)[CH2:22][CH2:21]2)=[O:19])=[CH:13][CH:12]=1)[N:6]1[CH:10]=[CH:9][N:8]=[CH:7]1)[CH3:3].[OH-].[Na+]. The catalyst is CCOC(C)=O. The product is [ClH:1].[CH2:33]([CH:4]([CH2:2][CH3:3])[CH:5]([C:11]1[CH:16]=[CH:15][C:14]([NH:17][C:18]([CH:20]2[CH2:21][CH2:22][NH:23][CH2:24][CH2:25]2)=[O:19])=[CH:13][CH:12]=1)[N:6]1[CH:10]=[CH:9][N:8]=[CH:7]1)[CH3:34]. The yield is 0.680. (2) The reactants are [Br:1][C:2]1[CH:7]=[CH:6][C:5]([CH2:8][CH2:9][N+:10]([O-:12])=[O:11])=[CH:4][CH:3]=1.C[O:14][CH:15](OC)[CH2:16][CH2:17][CH2:18][CH:19]=O. The catalyst is CCOC(C)=O.CCCCCC. The product is [Br:1][C:2]1[CH:3]=[CH:4][C:5]([CH2:8]/[C:9](/[N+:10]([O-:12])=[O:11])=[CH:19]\[CH2:18][CH2:17][CH2:16][CH:15]=[O:14])=[CH:6][CH:7]=1. The yield is 0.430. (3) The reactants are C([Mg]Cl)(C)C.[Cl-].[Li+].[S:8]1[CH:12]=[CH:11][N:10]=[CH:9]1.[O:13]=[C:14]1[CH2:19][CH2:18][CH:17]([C:20]([O:22][C:23]([CH3:26])([CH3:25])[CH3:24])=[O:21])[CH2:16][CH2:15]1. The catalyst is C1COCC1. The product is [OH:13][C:14]1([C:9]2[S:8][CH:12]=[CH:11][N:10]=2)[CH2:15][CH2:16][CH:17]([C:20]([O:22][C:23]([CH3:26])([CH3:25])[CH3:24])=[O:21])[CH2:18][CH2:19]1. The yield is 0.790. (4) The yield is 0.244. The catalyst is CN(C1C=CN=CC=1)C.CN(C=O)C. The product is [CH3:15][O:16][C:17](=[O:25])[C:18]1[CH:23]=[CH:22][N:21]=[C:20]([NH:24][C:6](=[O:8])[CH2:5][O:4][C:3]2[CH:9]=[C:10]([Cl:14])[C:11]([Cl:13])=[CH:12][C:2]=2[Cl:1])[CH:19]=1. The reactants are [Cl:1][C:2]1[CH:12]=[C:11]([Cl:13])[C:10]([Cl:14])=[CH:9][C:3]=1[O:4][CH2:5][C:6]([OH:8])=O.[CH3:15][O:16][C:17](=[O:25])[C:18]1[CH:23]=[CH:22][N:21]=[C:20]([NH2:24])[CH:19]=1.C1CN([P+](ON2N=NC3C=CC=CC2=3)(N2CCCC2)N2CCCC2)CC1.F[P-](F)(F)(F)(F)F.C(OCC)(=O)C. (5) The reactants are [C:1]([NH:8][C@H:9]([C:18]([OH:20])=[O:19])[CH2:10][C:11]1[CH:16]=[CH:15][C:14]([NH2:17])=[CH:13][CH:12]=1)([O:3][C:4]([CH3:7])([CH3:6])[CH3:5])=[O:2].[Br:21][C:22]([CH3:27])([CH3:26])[C:23](Br)=[O:24].C(Cl)(Cl)Cl.O. The catalyst is C1COCC1. The product is [C:1]([NH:8][C@H:9]([C:18]([OH:20])=[O:19])[CH2:10][C:11]1[CH:12]=[CH:13][C:14]([NH:17][C:23](=[O:24])[C:22]([Br:21])([CH3:27])[CH3:26])=[CH:15][CH:16]=1)([O:3][C:4]([CH3:5])([CH3:7])[CH3:6])=[O:2]. The yield is 0.650. (6) The reactants are [I:1][C:2]1[CH:3]=[C:4]2[C:9](=[CH:10][CH:11]=1)[C:8](=[O:12])[NH:7][C:6](=[O:13])/[C:5]/2=[CH:14]\[NH:15][C:16]1[CH:21]=[CH:20][C:19]([N:22]2[CH2:27][CH2:26][NH:25][CH2:24][CH2:23]2)=[CH:18][CH:17]=1.[C:28](O[BH-](OC(=O)C)OC(=O)C)(=O)[CH3:29].[Na+].OCC(=O)C.C(O)(=O)C.C(=O)(O)[O-].[Na+]. The catalyst is CN1CCCC1=O.C(Cl)Cl. The product is [CH2:28]([N:25]1[CH2:24][CH2:23][N:22]([C:19]2[CH:18]=[CH:17][C:16]([NH:15]/[CH:14]=[C:5]3\[C:6](=[O:13])[NH:7][C:8](=[O:12])[C:9]4[C:4]\3=[CH:3][C:2]([I:1])=[CH:11][CH:10]=4)=[CH:21][CH:20]=2)[CH2:27][CH2:26]1)[CH3:29]. The yield is 0.710.